This data is from Full USPTO retrosynthesis dataset with 1.9M reactions from patents (1976-2016). The task is: Predict the reactants needed to synthesize the given product. (1) Given the product [CH2:8]([N:12]1[CH:13]=[CH:14][CH:15]=[CH:16][CH2:17]1)[CH2:9][C:10]#[CH:11].[N:3]1[CH:4]=[CH:5][CH:6]=[CH:7][C:2]=1[C:11]#[C:10][CH2:9][CH2:8][N:12]1[CH:17]=[CH:16][CH:15]=[CH:14][C:13]1=[O:18], predict the reactants needed to synthesize it. The reactants are: I[C:2]1[CH:7]=[CH:6][CH:5]=[CH:4][N:3]=1.[CH2:8]([N:12]1[CH:17]=[CH:16][CH:15]=[CH:14][C:13]1=[O:18])[CH2:9][C:10]#[CH:11]. (2) Given the product [Cl:23][C:18]1[CH:19]=[CH:20][CH:21]=[CH:22][C:17]=1[C:8]1[CH:7]=[N:6][C:5]2[N:4]([N:3]=[C:2]([N:1]3[CH2:38][CH2:37][O:36][CH2:35][CH2:34]3)[C:24]=2[C:25](=[O:32])[NH:26][CH2:27][CH2:31][CH2:30][CH2:29][CH3:28])[C:9]=1[C:10]1[CH:15]=[CH:14][C:13]([Cl:16])=[CH:12][CH:11]=1, predict the reactants needed to synthesize it. The reactants are: [NH2:1][C:2]1[C:24]([C:25](=[O:32])[NH:26][CH:27]2[CH2:31][CH2:30][CH2:29][CH2:28]2)=[C:5]2[N:6]=[CH:7][C:8]([C:17]3[CH:22]=[CH:21][CH:20]=[CH:19][C:18]=3[Cl:23])=[C:9]([C:10]3[CH:15]=[CH:14][C:13]([Cl:16])=[CH:12][CH:11]=3)[N:4]2[N:3]=1.Cl[CH2:34][CH2:35][O:36][CH2:37][CH2:38]Cl.